Dataset: Full USPTO retrosynthesis dataset with 1.9M reactions from patents (1976-2016). Task: Predict the reactants needed to synthesize the given product. (1) Given the product [Cl:1][C:2]1[CH:3]=[C:4]([C:18]([NH:20][C@H:21]([C:23]2[CH:32]=[CH:31][C:26]([C:27]([O:29][CH3:30])=[O:28])=[CH:25][CH:24]=2)[CH3:22])=[O:19])[C:5]([N:8]([CH2:9][C:37]2[CH:41]=[CH:42][C:34]([Cl:33])=[CH:35][CH:36]=2)[CH3:17])=[N:6][CH:7]=1, predict the reactants needed to synthesize it. The reactants are: [Cl:1][C:2]1[CH:3]=[C:4]([C:18]([NH:20][C@H:21]([C:23]2[CH:32]=[CH:31][C:26]([C:27]([O:29][CH3:30])=[O:28])=[CH:25][CH:24]=2)[CH3:22])=[O:19])[C:5]([N:8]([CH3:17])[CH2:9]CC2C=CC=CC=2)=[N:6][CH:7]=1.[Cl:33][C:34]1[CH:42]=[CH:41][C:37](CCN)=[CH:36][CH:35]=1. (2) Given the product [CH2:1]([CH:3]([CH2:42][CH2:43][CH2:44][CH3:45])[CH2:4][N:5]1[C:17]2[C:12](=[CH:13][C:14]([CH2:22][C:23]3[CH:28]=[CH:27][C:26]([O:54][CH2:48][C:47]([F:53])([F:46])[CH:50]([F:52])[F:51])=[CH:25][CH:24]=3)=[C:15]3[CH:21]=[CH:20][CH:19]=[CH:18][C:16]3=2)[C:11]2[C:6]1=[CH:7][CH:8]=[C:9]([C:31](=[N:57][OH:56])[C:33]1[C:38]([CH3:39])=[CH:37][C:36]([CH3:40])=[CH:35][C:34]=1[CH3:41])[CH:10]=2)[CH3:2], predict the reactants needed to synthesize it. The reactants are: [CH2:1]([CH:3]([CH2:42][CH2:43][CH2:44][CH3:45])[CH2:4][N:5]1[C:17]2[C:12](=[CH:13][C:14]([C:22](=O)[C:23]3[CH:28]=[CH:27][C:26](F)=[CH:25][CH:24]=3)=[C:15]3[CH:21]=[CH:20][CH:19]=[CH:18][C:16]3=2)[C:11]2[C:6]1=[CH:7][CH:8]=[C:9]([C:31]([C:33]1[C:38]([CH3:39])=[CH:37][C:36]([CH3:40])=[CH:35][C:34]=1[CH3:41])=O)[CH:10]=2)[CH3:2].[F:46][C:47]([F:53])([CH:50]([F:52])[F:51])[CH2:48]O.[OH-:54].[Na+].[OH2:56].[N:57]1C=CC=CC=1. (3) Given the product [Cl:13][CH2:14][CH2:15][CH2:16][C@H:17]([CH2:32][CH:33]=[CH2:34])[CH2:18][OH:19], predict the reactants needed to synthesize it. The reactants are: C(NC(C)C)(C)C.[Li]CCCC.[Cl:13][CH2:14][CH2:15][CH2:16][C@H:17]([CH2:32][CH:33]=[CH2:34])[C:18](N([C@@H](C)[C@@H](O)C1C=CC=CC=1)C)=[O:19]. (4) Given the product [NH2:1][C:2]1[C:3]([CH3:24])=[C:4]2[C:5]([CH2:6][CH:7]([CH2:13][C:14]([O:16][CH2:17][CH3:18])=[O:15])[C:8](=[O:10])[N:21]2[CH2:37][C:36]([CH3:39])([CH3:40])[CH3:38])=[CH:19][CH:20]=1, predict the reactants needed to synthesize it. The reactants are: [NH2:1][C:2]1[CH:20]=[CH:19][C:5](/[CH:6]=[C:7](\[CH2:13][C:14]([O:16][CH2:17][CH3:18])=[O:15])/[C:8]([O:10]CC)=O)=[C:4]([N+:21]([O-])=O)[C:3]=1[CH3:24].[CH3:37][C:36](OC(OC(O[C:36]([CH3:39])([CH3:38])[CH3:37])=O)=O)([CH3:39])[CH3:38].[CH3:40]N(C1C=CC=CN=1)C.[Cl-].[NH4+]. (5) Given the product [C:48]([O:47][C:45]([N:52]1[CH2:56][CH2:55][C@@H:54]([NH:57][C:10]2[C:11]3[S:16][CH:15]=[CH:14][C:12]=3[N:13]=[C:8]([C:6]3[C:5]([F:18])=[CH:4][N:3]=[C:2]([Cl:1])[CH:7]=3)[N:9]=2)[CH2:53]1)=[O:46])([CH3:51])([CH3:49])[CH3:50], predict the reactants needed to synthesize it. The reactants are: [Cl:1][C:2]1[CH:7]=[C:6]([C:8]2[N:9]=[C:10](O)[C:11]3[S:16][CH:15]=[CH:14][C:12]=3[N:13]=2)[C:5]([F:18])=[CH:4][N:3]=1.C(N(CC)CC)C.C(C1C=C(C(C)C)C=C(C(C)C)C=1S(Cl)(=O)=O)(C)C.[C:45]([N:52]1[CH2:56][CH2:55][C@@H:54]([NH2:57])[CH2:53]1)([O:47][C:48]([CH3:51])([CH3:50])[CH3:49])=[O:46]. (6) Given the product [C:30]([Si:34]([CH3:45])([CH3:44])[O:35][CH2:36][CH2:37][N:38]1[CH:42]=[CH:41][C:40]([NH:43][C:13](=[O:14])[CH:12]([N:8]2[C:9](=[O:11])[CH:10]=[C:5]([O:4][C:3]3[C:2]([F:1])=[CH:28][CH:27]=[CH:26][C:25]=3[F:29])[CH:6]=[N:7]2)[CH2:16][C:17]2[C:22]([F:23])=[CH:21][CH:20]=[CH:19][C:18]=2[F:24])=[N:39]1)([CH3:33])([CH3:32])[CH3:31], predict the reactants needed to synthesize it. The reactants are: [F:1][C:2]1[CH:28]=[CH:27][CH:26]=[C:25]([F:29])[C:3]=1[O:4][C:5]1[CH:6]=[N:7][N:8]([CH:12]([CH2:16][C:17]2[C:22]([F:23])=[CH:21][CH:20]=[CH:19][C:18]=2[F:24])[C:13](O)=[O:14])[C:9](=[O:11])[CH:10]=1.[C:30]([Si:34]([CH3:45])([CH3:44])[O:35][CH2:36][CH2:37][N:38]1[CH:42]=[CH:41][C:40]([NH2:43])=[N:39]1)([CH3:33])([CH3:32])[CH3:31].